The task is: Predict the reactants needed to synthesize the given product.. This data is from Full USPTO retrosynthesis dataset with 1.9M reactions from patents (1976-2016). (1) Given the product [CH3:30][N:21]1[CH2:20][CH2:19][C:17]2[N:18]=[C:13]([NH:12][C:9]3[CH:8]=[CH:7][C:6]([C:5]4[O:1][CH:2]=[N:3][CH:4]=4)=[CH:11][CH:10]=3)[N:14]=[C:15]([NH:23][CH2:24][C@H:25]3[CH2:29][CH2:28][CH2:27][O:26]3)[C:16]=2[CH2:22]1, predict the reactants needed to synthesize it. The reactants are: [O:1]1[C:5]([C:6]2[CH:11]=[CH:10][C:9]([NH:12][C:13]3[N:14]=[C:15]([NH:23][CH2:24][C@H:25]4[CH2:29][CH2:28][CH2:27][O:26]4)[C:16]4[CH2:22][NH:21][CH2:20][CH2:19][C:17]=4[N:18]=3)=[CH:8][CH:7]=2)=[CH:4][N:3]=[CH:2]1.[C:30](O)(=O)C.C=O.C([BH3-])#N.[Na+]. (2) Given the product [NH2:1][C:2]1[S:3][C@:4]2([CH2:19][OH:20])[C@H:6]([C@:7]([C:10]3[CH:15]=[C:14]([NH:16][C:22]4[N:23]=[CH:24][CH:25]=[C:26]5[C:31]=4[N:30]=[CH:29][C:28]([C:32]#[N:33])=[CH:27]5)[CH:13]=[C:12]([F:17])[C:11]=3[F:18])([CH3:9])[N:8]=1)[CH2:5]2, predict the reactants needed to synthesize it. The reactants are: [NH2:1][C:2]1[S:3][C@:4]2([CH2:19][OH:20])[C@H:6]([C@:7]([C:10]3[CH:15]=[C:14]([NH2:16])[CH:13]=[C:12]([F:17])[C:11]=3[F:18])([CH3:9])[N:8]=1)[CH2:5]2.Cl[C:22]1[N:23]=[CH:24][CH:25]=[C:26]2[C:31]=1[N:30]=[CH:29][C:28]([C:32]#[N:33])=[CH:27]2.O.C1(C)C=CC(S(O)(=O)=O)=CC=1. (3) Given the product [F:1][C:2]([F:7])([F:6])[C:3]([OH:5])=[O:4].[F:1][C:2]([F:7])([F:6])[C:3]([O-:5])=[O:4].[O:46]1[CH:50]=[CH:49][CH:48]=[C:47]1[CH2:51][NH:52][C:8]([CH2:11][N+:12]12[CH2:19][CH2:18][CH:15]([CH2:16][CH2:17]1)[C@@H:14]([O:20][C:21](=[O:36])[C:22]([OH:35])([C:23]1[CH:28]=[CH:27][CH:26]=[CH:25][CH:24]=1)[C:29]1[CH:30]=[CH:31][CH:32]=[CH:33][CH:34]=1)[CH2:13]2)=[O:9], predict the reactants needed to synthesize it. The reactants are: [F:1][C:2]([F:7])([F:6])[C:3]([O-:5])=[O:4].[C:8]([CH2:11][N+:12]12[CH2:19][CH2:18][CH:15]([CH2:16][CH2:17]1)[C@@H:14]([O:20][C:21](=[O:36])[C:22]([OH:35])([C:29]1[CH:34]=[CH:33][CH:32]=[CH:31][CH:30]=1)[C:23]1[CH:28]=[CH:27][CH:26]=[CH:25][CH:24]=1)[CH2:13]2)(O)=[O:9].CCN(C(C)C)C(C)C.[O:46]1[CH:50]=[CH:49][CH:48]=[C:47]1[CH2:51][NH2:52].C1CN([P+](ON2N=NC3C=CC=CC2=3)(N2CCCC2)N2CCCC2)CC1.F[P-](F)(F)(F)(F)F. (4) Given the product [CH:1]([P:4]([CH2:11][C-:12]1[CH:16]=[CH:15][CH:14]=[C:13]1[CH2:17][P:4]([CH:25]([CH3:24])[CH3:21])[CH:1]([CH3:3])[CH3:2])[CH:5]([CH3:7])[CH3:6])([CH3:3])[CH3:2].[CH-:21]1[CH:25]=[CH:24][CH:23]=[CH:22]1.[Fe+2:26], predict the reactants needed to synthesize it. The reactants are: [CH:1]([PH:4][CH:5]([CH3:7])[CH3:6])([CH3:3])[CH3:2].CN([CH2:11][C-:12]1[CH:16]=[CH:15][CH:14]=[C:13]1[CH2:17]N(C)C)C.[CH-:21]1[CH:25]=[CH:24][CH:23]=[CH:22]1.[Fe+2:26]. (5) Given the product [ClH:1].[CH3:2][O:3][C:4]1[CH:13]=[CH:12][CH:11]=[C:10]2[C:5]=1[CH2:6][CH2:7][C@H:8]([NH:14][CH2:20][CH2:15][CH3:16])[CH2:9]2, predict the reactants needed to synthesize it. The reactants are: [ClH:1].[CH3:2][O:3][C:4]1[CH:13]=[CH:12][CH:11]=[C:10]2[C:5]=1[CH2:6][CH2:7][CH:8]([NH2:14])[CH2:9]2.[C:15]([O-])(=O)[CH3:16].[Na+].[C:20](O[BH-](OC(=O)C)OC(=O)C)(=O)C.[Na+].[OH-].[Na+].Cl. (6) Given the product [CH2:1]([O:3][C:4](=[O:13])[CH2:5][C:6]1[CH:11]=[CH:10][CH:9]=[C:8]([S:12][CH2:15][C:16](=[O:18])[CH3:17])[N:7]=1)[CH3:2], predict the reactants needed to synthesize it. The reactants are: [CH2:1]([O:3][C:4](=[O:13])[CH2:5][C:6]1[CH:11]=[CH:10][CH:9]=[C:8]([SH:12])[N:7]=1)[CH3:2].Cl[CH2:15][C:16](=[O:18])[CH3:17]. (7) The reactants are: [CH2:1]([C:3]1[CH:8]=[CH:7][CH:6]=[C:5]([N+:9]([O-:11])=[O:10])[C:4]=1[NH:12]C(=O)C)[CH3:2].OS(O)(=O)=O. Given the product [CH2:1]([C:3]1[CH:8]=[CH:7][CH:6]=[C:5]([N+:9]([O-:11])=[O:10])[C:4]=1[NH2:12])[CH3:2], predict the reactants needed to synthesize it. (8) Given the product [F:29][C:19]1([F:30])[CH2:20][O:21][C:9]2[CH:2]=[CH:3][C:4]([CH:5]=[O:6])=[CH:7][C:8]=2[O:10][CH2:17][C:18]1([F:32])[F:31], predict the reactants needed to synthesize it. The reactants are: O[C:2]1[CH:3]=[C:4]([CH:7]=[C:8]([OH:10])[CH:9]=1)[CH:5]=[O:6].FC(F)(F)S(O[CH2:17][C:18]([F:32])([F:31])[C:19]([F:30])([F:29])[CH2:20][O:21]S(C(F)(F)F)(=O)=O)(=O)=O.C(=O)([O-])[O-].[Cs+].[Cs+]. (9) Given the product [O:15]=[S:11]1(=[O:14])[CH2:10][CH2:9][N:8]([C:7]2[C:6]([F:16])=[CH:5][C:4]([N:17]3[CH2:21][C@@H:20]([CH2:22][NH2:23])[O:19][C:18]3=[O:26])=[CH:3][C:2]=2[F:1])[CH2:13][CH2:12]1, predict the reactants needed to synthesize it. The reactants are: [F:1][C:2]1[CH:3]=[C:4]([N:17]2[CH2:21][CH:20]([CH2:22][N:23]=[N+]=[N-])[O:19][C:18]2=[O:26])[CH:5]=[C:6]([F:16])[C:7]=1[N:8]1[CH2:13][CH2:12][S:11](=[O:15])(=[O:14])[CH2:10][CH2:9]1.N(C[C@@H]1OC(=O)N(C2C=C(F)C(N3CCS(=O)(=O)CC3)=C(F)C=2)C1)=[N+]=[N-].